This data is from Forward reaction prediction with 1.9M reactions from USPTO patents (1976-2016). The task is: Predict the product of the given reaction. (1) Given the reactants CC[N:3]([CH:7]([CH3:9])C)[CH:4]([CH3:6])C.Cl.CN(C(O[N:19]1[N:27]=N[C:21]2[CH:22]=CC=N[C:20]1=2)=[N+](C)C)C.[F:28][P-](F)(F)(F)(F)F.[CH3:35][N:36]([CH:38]=[O:39])C, predict the reaction product. The product is: [F:28][C@H:6]1[CH2:4][NH:3][C@H:7]([C:38]([NH:36][C:35]2[N:27]=[N:19][CH:20]=[CH:21][CH:22]=2)=[O:39])[CH2:9]1. (2) Given the reactants C([O:8][C:9]1[CH:14]=[C:13]([O:15]CC2C=CC=CC=2)[C:12]([C:23]([CH3:25])=[CH2:24])=[CH:11][C:10]=1[C:26]([N:28]1[CH2:33][CH2:32][CH:31]([CH2:34][CH:35]=O)[CH2:30][CH2:29]1)=[O:27])C1C=CC=CC=1.S(C1C=CC(C)=CC=1)(O)(=O)=O.[CH:48]1([O:53][C:54](=[O:58])[C@H:55]([CH3:57])[NH2:56])[CH2:52][CH2:51][CH2:50][CH2:49]1, predict the reaction product. The product is: [OH:8][C:9]1[CH:14]=[C:13]([OH:15])[C:12]([CH:23]([CH3:24])[CH3:25])=[CH:11][C:10]=1[C:26]([N:28]1[CH2:33][CH2:32][CH:31]([CH2:34][CH2:35][NH:56][C@H:55]([C:54]([O:53][CH:48]2[CH2:52][CH2:51][CH2:50][CH2:49]2)=[O:58])[CH3:57])[CH2:30][CH2:29]1)=[O:27]. (3) Given the reactants O.[NH2:2][NH2:3].[CH2:4]([O:6][C:7](=[O:19])[C:8](=O)[CH2:9][C:10](=O)[CH2:11][CH2:12][CH2:13][CH:14]([CH3:16])[CH3:15])[CH3:5], predict the reaction product. The product is: [CH2:4]([O:6][C:7]([C:8]1[CH:9]=[C:10]([CH2:11][CH2:12][CH2:13][CH:14]([CH3:16])[CH3:15])[NH:3][N:2]=1)=[O:19])[CH3:5]. (4) Given the reactants Cl[C:2]1[C:11]2[C:6](=[CH:7][CH:8]=[C:9]([N+:12]([O-:14])=[O:13])[CH:10]=2)[N:5]=[CH:4][N:3]=1.[Cl:15][C:16]1[CH:17]=[C:18]([CH:20]=[CH:21][C:22]=1[O:23][CH2:24][C:25]1[CH:30]=[CH:29][CH:28]=[C:27]([F:31])[CH:26]=1)[NH2:19], predict the reaction product. The product is: [Cl:15][C:16]1[CH:17]=[C:18]([NH:19][C:2]2[C:11]3[C:6](=[CH:7][CH:8]=[C:9]([N+:12]([O-:14])=[O:13])[CH:10]=3)[N:5]=[CH:4][N:3]=2)[CH:20]=[CH:21][C:22]=1[O:23][CH2:24][C:25]1[CH:30]=[CH:29][CH:28]=[C:27]([F:31])[CH:26]=1. (5) The product is: [CH2:11]([O:10][P:9]([CH2:8][C:5]1[CH:4]=[CH:3][C:2]([C:20]2[CH:21]=[CH:22][CH:23]=[C:18]([Cl:17])[CH:19]=2)=[CH:7][N:6]=1)(=[O:16])[O:13][CH2:14][CH3:15])[CH3:12]. Given the reactants Br[C:2]1[CH:3]=[CH:4][C:5]([CH2:8][P:9](=[O:16])([O:13][CH2:14][CH3:15])[O:10][CH2:11][CH3:12])=[N:6][CH:7]=1.[Cl:17][C:18]1[CH:23]=[CH:22][CH:21]=[CH:20][C:19]=1B(O)O.C(=O)([O-])O.[Na+], predict the reaction product. (6) Given the reactants [CH:1]1([CH2:4][N:5]2[CH2:10][CH2:9][N:8]([C@H:11]3[CH2:16][CH2:15][C@H:14]([NH2:17])[CH2:13][CH2:12]3)[CH2:7][CH2:6]2)[CH2:3][CH2:2]1.[CH:18]([N:21]1[C:30]2[N:29]=[C:28]([NH:31][C:32]3[CH:33]=[CH:34][C:35]([C:41](O)=[O:42])=[C:36]4[C:40]=3[O:39][CH2:38][CH2:37]4)[N:27]=[CH:26][C:25]=2[N:24]([CH3:44])[C:23](=[O:45])[C@@H:22]1[CH2:46][CH3:47])([CH3:20])[CH3:19].F[B-](F)(F)F.N1(OC(N(C)C)=[N+](C)C)C2C=CC=CC=2N=N1.C(N(C(C)C)CC)(C)C.N, predict the reaction product. The product is: [CH:1]1([CH2:4][N:5]2[CH2:10][CH2:9][N:8]([C@H:11]3[CH2:16][CH2:15][C@H:14]([NH:17][C:41]([C:35]4[CH:34]=[CH:33][C:32]([NH:31][C:28]5[N:27]=[CH:26][C:25]6[N:24]([CH3:44])[C:23](=[O:45])[C@H:22]([CH2:46][CH3:47])[N:21]([CH:18]([CH3:19])[CH3:20])[C:30]=6[N:29]=5)=[C:40]5[O:39][CH2:38][CH2:37][C:36]=45)=[O:42])[CH2:13][CH2:12]3)[CH2:7][CH2:6]2)[CH2:2][CH2:3]1. (7) Given the reactants [CH3:1][N:2]([CH3:48])[CH2:3][C:4]([N:6]1[C:14]2[C:9](=[CH:10][C:11]([O:46][CH3:47])=[C:12]([NH:15][C:16]3[N:17]=[C:18]([NH:35][C:36]4[CH:44]=[CH:43][CH:42]=[C:41]([F:45])[C:37]=4[C:38]([NH2:40])=[O:39])[C:19]4[CH:24]=[CH:23][N:22](S(C5C=CC(C)=CC=5)(=O)=O)[C:20]=4[N:21]=3)[CH:13]=2)[CH2:8][CH2:7]1)=[O:5].C[O-].[Na+], predict the reaction product. The product is: [CH3:1][N:2]([CH3:48])[CH2:3][C:4]([N:6]1[C:14]2[C:9](=[CH:10][C:11]([O:46][CH3:47])=[C:12]([NH:15][C:16]3[NH:21][C:20]4=[N:22][CH:23]=[CH:24][C:19]4=[C:18]([NH:35][C:36]4[CH:44]=[CH:43][CH:42]=[C:41]([F:45])[C:37]=4[C:38]([NH2:40])=[O:39])[N:17]=3)[CH:13]=2)[CH2:8][CH2:7]1)=[O:5]. (8) The product is: [ClH:12].[Br:1][C:2]1[CH:7]=[CH:6][C:5]([CH2:8][Cl:12])=[CH:4][N:3]=1. Given the reactants [Br:1][C:2]1[CH:7]=[CH:6][C:5]([CH2:8]O)=[CH:4][N:3]=1.S(Cl)([Cl:12])=O, predict the reaction product. (9) Given the reactants [CH3:1][S:2]([C:5]1[CH:6]=[CH:7][C:8]2[N:12]=[C:11]([C:13]3[CH:18]=[CH:17][C:16](B(O)O)=[CH:15][CH:14]=3)[NH:10][C:9]=2[CH:22]=1)(=[O:4])=[O:3].Br[C:24]1[CH:28]=[CH:27][O:26][CH:25]=1, predict the reaction product. The product is: [O:26]1[CH:27]=[CH:28][C:24]([C:16]2[CH:17]=[CH:18][C:13]([C:11]3[NH:10][C:9]4[CH:22]=[C:5]([S:2]([CH3:1])(=[O:4])=[O:3])[CH:6]=[CH:7][C:8]=4[N:12]=3)=[CH:14][CH:15]=2)=[CH:25]1. (10) Given the reactants [Cl:1][C:2]1[CH:11]=[CH:10][C:9]2[CH2:8][CH:7]([CH2:12][OH:13])[N:6]3[C:14]4[CH:15]=[CH:16][CH:17]=[C:18]([F:21])[C:19]=4[CH:20]=[C:5]3[C:4]=2[N:3]=1.[CH3:22][S:23](Cl)(=[O:25])=[O:24], predict the reaction product. The product is: [CH3:22][S:23]([O:13][CH2:12][CH:7]1[N:6]2[C:14]3[CH:15]=[CH:16][CH:17]=[C:18]([F:21])[C:19]=3[CH:20]=[C:5]2[C:4]2[N:3]=[C:2]([Cl:1])[CH:11]=[CH:10][C:9]=2[CH2:8]1)(=[O:25])=[O:24].